From a dataset of Forward reaction prediction with 1.9M reactions from USPTO patents (1976-2016). Predict the product of the given reaction. (1) Given the reactants [Br:1][C:2]1[CH:14]=[CH:13][C:5]([O:6][CH2:7][C:8]([CH3:12])([OH:11])[CH2:9][OH:10])=[CH:4][CH:3]=1.[CH3:15][C:16]([CH3:18])=O, predict the reaction product. The product is: [Br:1][C:2]1[CH:3]=[CH:4][C:5]([O:6][CH2:7][C:8]2([CH3:12])[CH2:9][O:10][C:16]([CH3:18])([CH3:15])[O:11]2)=[CH:13][CH:14]=1. (2) Given the reactants [C:1]1([CH:7]([OH:10])[CH2:8][OH:9])[CH:6]=[CH:5][CH:4]=[CH:3][CH:2]=1.[CH2:11](OCC)[CH3:12].C1(C)C=CC(S(O)(=O)=O)=CC=1.C(=O)C, predict the reaction product. The product is: [CH3:11][CH:12]1[O:10][CH:7]([C:1]2[CH:6]=[CH:5][CH:4]=[CH:3][CH:2]=2)[CH2:8][O:9]1. (3) The product is: [Cl:28][C:29]1([Cl:38])[CH2:31][C:30]1([CH3:37])[C:32](=[N:13][NH:12][C:3]1[C:2]([Cl:14])=[CH:7][C:6]([C:8]([F:9])([F:10])[F:11])=[CH:5][C:4]=1[Cl:39])[NH:33][CH2:34][CH3:35]. Given the reactants Cl[C:2]1([Cl:14])[CH:7]=[C:6]([C:8]([F:11])([F:10])[F:9])[CH:5]=[CH:4][CH:3]1[NH:12][NH2:13].C(N(CCCC)CCCC)CCC.[Cl:28][C:29]1([Cl:38])[CH2:31][C:30]1([CH3:37])[C:32](Cl)=[N:33][CH2:34][CH3:35].[ClH:39], predict the reaction product. (4) Given the reactants [C:1]1([CH2:7][CH:8]=O)[CH:6]=[CH:5][CH:4]=[CH:3][CH:2]=1.[CH2:10]([O:17][C:18]([N:20]1[CH:24]([C:25](=[O:44])[NH:26][C:27]2[S:28][CH:29]=[C:30]([C:32]3[CH:37]=[CH:36][C:35]([C:38](=[O:43])[NH:39][CH:40]4[CH2:42][CH2:41]4)=[CH:34][CH:33]=3)[N:31]=2)[CH2:23][S:22]C1C1C=CC=C(CN2CCOCC2)C=1)=[O:19])[C:11]1[CH:16]=[CH:15][CH:14]=[CH:13][CH:12]=1, predict the reaction product. The product is: [CH2:10]([O:17][C:18]([N:20]1[CH:24]([C:25](=[O:44])[NH:26][C:27]2[S:28][CH:29]=[C:30]([C:32]3[CH:33]=[CH:34][C:35]([C:38](=[O:43])[NH:39][CH:40]4[CH2:42][CH2:41]4)=[CH:36][CH:37]=3)[N:31]=2)[CH2:23][S:22][CH:8]1[CH2:7][C:1]1[CH:2]=[CH:3][CH:4]=[CH:5][CH:6]=1)=[O:19])[C:11]1[CH:16]=[CH:15][CH:14]=[CH:13][CH:12]=1. (5) The product is: [Br:1][CH:10]([C:8]1[CH:7]=[CH:6][N:5]=[C:4]([F:3])[CH:9]=1)[C:11]([C:13]1[CH:18]=[CH:17][CH:16]=[C:15]([CH3:19])[CH:14]=1)=[O:12]. Given the reactants [Br:1]Br.[F:3][C:4]1[CH:9]=[C:8]([CH2:10][C:11]([C:13]2[CH:18]=[CH:17][CH:16]=[C:15]([CH3:19])[CH:14]=2)=[O:12])[CH:7]=[CH:6][N:5]=1, predict the reaction product.